From a dataset of Forward reaction prediction with 1.9M reactions from USPTO patents (1976-2016). Predict the product of the given reaction. (1) Given the reactants [NH2:1][C:2]1[N:10]=[C:9]([O:11][C@@H:12]([CH3:16])[CH2:13][CH2:14][CH3:15])[N:8]=[C:7]2[C:3]=1[N:4]=[C:5]([O:35][CH3:36])[N:6]2[CH2:17][CH2:18][CH2:19][CH2:20][CH2:21][N:22]1[CH2:27][CH2:26][N:25](C(OC(C)(C)C)=O)[CH2:24][CH2:23]1.Cl[CH2:38][CH2:39]CCCN1C(OC)=NC2C1=NC(O[C@@H](C)CCC)=NC=2N.C(N1CCNCC1)C, predict the reaction product. The product is: [CH2:38]([N:25]1[CH2:24][CH2:23][N:22]([CH2:21][CH2:20][CH2:19][CH2:18][CH2:17][N:6]2[C:5]([O:35][CH3:36])=[N:4][C:3]3[C:7]2=[N:8][C:9]([O:11][C@@H:12]([CH3:16])[CH2:13][CH2:14][CH3:15])=[N:10][C:2]=3[NH2:1])[CH2:27][CH2:26]1)[CH3:39]. (2) The product is: [Cl:30][CH2:31][C:16]1([C:19]([O:21][CH3:22])=[O:20])[CH2:15][CH2:14][N:13]([C:23]([O:25][C:26]([CH3:29])([CH3:28])[CH3:27])=[O:24])[CH2:18][CH2:17]1. Given the reactants C(NC(C)C)(C)C.[Li]CCCC.[N:13]1([C:23]([O:25][C:26]([CH3:29])([CH3:28])[CH3:27])=[O:24])[CH2:18][CH2:17][CH:16]([C:19]([O:21][CH3:22])=[O:20])[CH2:15][CH2:14]1.[Cl:30][CH2:31]I, predict the reaction product. (3) Given the reactants [NH2:1][C:2]1[CH:7]=[CH:6][C:5]([C:8]2[O:12][C:11]([N:13]([CH2:21][CH2:22][CH2:23][N:24]3[CH2:29][CH2:28][CH2:27][CH2:26][CH2:25]3)[C:14](=[O:20])[O:15][C:16]([CH3:19])([CH3:18])[CH3:17])=[N:10][N:9]=2)=[CH:4][CH:3]=1.ON1C2C=CC=CC=2N=N1.C1(N=C=N)CCCCC1.[N:49]1[CH:54]=[CH:53][CH:52]=[CH:51][C:50]=1[C:55](O)=[O:56], predict the reaction product. The product is: [N:24]1([CH2:23][CH2:22][CH2:21][N:13]([C:11]2[O:12][C:8]([C:5]3[CH:6]=[CH:7][C:2]([NH:1][C:55]([C:50]4[CH:51]=[CH:52][CH:53]=[CH:54][N:49]=4)=[O:56])=[CH:3][CH:4]=3)=[N:9][N:10]=2)[C:14](=[O:20])[O:15][C:16]([CH3:18])([CH3:19])[CH3:17])[CH2:25][CH2:26][CH2:27][CH2:28][CH2:29]1. (4) Given the reactants [O:1]=[C:2]1[N:8]([CH:9]2[CH2:14][CH2:13][N:12]([C:15]([O:17][C@H:18]([CH2:37][C:38]3[CH:43]=[C:42]([CH3:44])[C:41]([OH:45])=[C:40]([CH3:46])[CH:39]=3)[C:19]([N:21]3[CH2:26][CH2:25][N:24]([CH:27]4[CH2:32][CH2:31][N:30]([CH2:33][C:34]([OH:36])=[O:35])[CH2:29][CH2:28]4)[CH2:23][CH2:22]3)=[O:20])=[O:16])[CH2:11][CH2:10]2)[CH2:7][CH2:6][C:5]2[CH:47]=[CH:48][CH:49]=[CH:50][C:4]=2[NH:3]1.[CH3:51][O:52][CH2:53][CH2:54][O:55][CH2:56][CH2:57]O, predict the reaction product. The product is: [O:1]=[C:2]1[N:8]([CH:9]2[CH2:10][CH2:11][N:12]([C:15]([O:17][C@H:18]([CH2:37][C:38]3[CH:43]=[C:42]([CH3:44])[C:41]([OH:45])=[C:40]([CH3:46])[CH:39]=3)[C:19]([N:21]3[CH2:26][CH2:25][N:24]([CH:27]4[CH2:28][CH2:29][N:30]([CH2:33][C:34]([O:36][CH2:57][CH2:56][O:55][CH2:54][CH2:53][O:52][CH3:51])=[O:35])[CH2:31][CH2:32]4)[CH2:23][CH2:22]3)=[O:20])=[O:16])[CH2:13][CH2:14]2)[CH2:7][CH2:6][C:5]2[CH:47]=[CH:48][CH:49]=[CH:50][C:4]=2[NH:3]1. (5) Given the reactants F[C:2]1[CH:16]=[CH:15][C:5]([C:6]([C:8]2[CH:13]=[CH:12][CH:11]=[C:10]([CH3:14])[N:9]=2)=[O:7])=[CH:4][CH:3]=1.[N-:17]=[N+]=[N-].[Na+].O, predict the reaction product. The product is: [NH2:17][C:2]1[CH:16]=[CH:15][C:5]([CH:6]([C:8]2[CH:13]=[CH:12][CH:11]=[C:10]([CH3:14])[N:9]=2)[OH:7])=[CH:4][CH:3]=1.